From a dataset of Full USPTO retrosynthesis dataset with 1.9M reactions from patents (1976-2016). Predict the reactants needed to synthesize the given product. (1) Given the product [CH:1]1([O:6][C:7]2[CH:8]=[C:9]([C:15]3[CH2:19][C:18]([C:21]4[N:25]([CH3:27])[C:24](=[S:26])[O:23][N:22]=4)([CH3:20])[O:17][N:16]=3)[CH:10]=[CH:11][C:12]=2[O:13][CH3:14])[CH2:5][CH2:4][CH2:3][CH2:2]1, predict the reactants needed to synthesize it. The reactants are: [CH:1]1([O:6][C:7]2[CH:8]=[C:9]([C:15]3[CH2:19][C:18]([C:21]4[NH:25][C:24](=[S:26])[O:23][N:22]=4)([CH3:20])[O:17][N:16]=3)[CH:10]=[CH:11][C:12]=2[O:13][CH3:14])[CH2:5][CH2:4][CH2:3][CH2:2]1.[C:27](=O)([O-])[O-].[K+].[K+].CI. (2) Given the product [Cl:30][C:27]1[CH:28]=[CH:29][C:24]([CH:9]2[C:8]3[NH:4][C:5]([C:37]4[C:38]([O:40][CH3:41])=[N:39][C:34]([O:33][CH3:32])=[N:35][CH:36]=4)=[N:6][C:7]=3[C:11](=[O:12])[N:10]2[C:13]2[CH:14]=[C:15]([CH3:23])[C:16]3[N:17]([C:19]([CH3:22])=[N:20][N:21]=3)[CH:18]=2)=[CH:25][CH:26]=1, predict the reactants needed to synthesize it. The reactants are: C([N:4]1[C:8]2[CH:9]([C:24]3[CH:29]=[CH:28][C:27]([Cl:30])=[CH:26][CH:25]=3)[N:10]([C:13]3[CH:14]=[C:15]([CH3:23])[C:16]4[N:17]([C:19]([CH3:22])=[N:20][N:21]=4)[CH:18]=3)[C:11](=[O:12])[C:7]=2[N:6]=[C:5]1Br)C=C.[CH3:32][O:33][C:34]1[N:39]=[C:38]([O:40][CH3:41])[C:37](B(O)O)=[CH:36][N:35]=1. (3) Given the product [CH2:1]1[C:9]2[C:4](=[CH:5][CH:6]=[CH:7][CH:8]=2)[CH2:3][CH:2]1[NH:10][C:11]1[N:12]=[CH:13][C:14]2[CH2:20][N:19]([C:21]([O:23][CH2:24][CH2:25][CH2:26][C:28]#[N:29])=[O:22])[CH2:18][CH2:17][C:15]=2[N:16]=1, predict the reactants needed to synthesize it. The reactants are: [CH2:1]1[C:9]2[C:4](=[CH:5][CH:6]=[CH:7][CH:8]=2)[CH2:3][CH:2]1[NH:10][C:11]1[N:12]=[CH:13][C:14]2[CH2:20][N:19]([C:21]([O:23][CH2:24][CH2:25][CH2:26]Cl)=[O:22])[CH2:18][CH2:17][C:15]=2[N:16]=1.[C-:28]#[N:29].[Na+]. (4) Given the product [CH2:16]([C:6]1([CH2:5][CH2:4][CH2:3][CH2:2][N:28]2[CH2:27][CH2:26][N:25]([C:22]3[CH:21]=[CH:20][C:19]([F:18])=[CH:24][CH:23]=3)[CH2:30][CH2:29]2)[C:14]2[C:9](=[CH:10][CH:11]=[CH:12][CH:13]=2)[NH:8][C:7]1=[O:15])[CH3:17], predict the reactants needed to synthesize it. The reactants are: Cl[CH2:2][CH2:3][CH2:4][CH2:5][C:6]1([CH2:16][CH3:17])[C:14]2[C:9](=[CH:10][CH:11]=[CH:12][CH:13]=2)[NH:8][C:7]1=[O:15].[F:18][C:19]1[CH:24]=[CH:23][C:22]([N:25]2[CH2:30][CH2:29][NH:28][CH2:27][CH2:26]2)=[CH:21][CH:20]=1. (5) Given the product [CH2:1]([O:8][C:9]1[CH:14]=[CH:13][C:12]([CH2:15][C:16]([NH:18][NH:19][C:23](=[O:24])[C:22]2[CH:26]=[CH:27][C:28]([NH2:30])=[N:29][C:21]=2[NH2:20])=[O:17])=[CH:11][CH:10]=1)[C:2]1[CH:7]=[CH:6][CH:5]=[CH:4][CH:3]=1, predict the reactants needed to synthesize it. The reactants are: [CH2:1]([O:8][C:9]1[CH:14]=[CH:13][C:12]([CH2:15][C:16]([NH:18][NH2:19])=[O:17])=[CH:11][CH:10]=1)[C:2]1[CH:7]=[CH:6][CH:5]=[CH:4][CH:3]=1.[NH2:20][C:21]1[N:29]=[C:28]([NH2:30])[CH:27]=[CH:26][C:22]=1[C:23](O)=[O:24].C1C=CC2N(O)N=NC=2C=1.CCN=C=NCCCN(C)C. (6) Given the product [CH3:40][C:41]1([CH3:47])[NH:42][CH2:43][CH2:44][N:45]([C:33]([C:32]2[CH:31]=[CH:30][C:29]([NH:28][C:26]([NH:25][C:22]3[CH:21]=[CH:20][C:19]([C:10]4[N:11]=[C:12]([N:13]5[CH2:18][CH2:17][O:16][CH2:15][CH2:14]5)[C:7]5[CH:6]=[CH:5][N:4]([CH2:3][C:2]([F:39])([F:38])[F:1])[C:8]=5[N:9]=4)=[CH:24][CH:23]=3)=[O:27])=[CH:37][CH:36]=2)=[O:34])[CH2:46]1, predict the reactants needed to synthesize it. The reactants are: [F:1][C:2]([F:39])([F:38])[CH2:3][N:4]1[C:8]2[N:9]=[C:10]([C:19]3[CH:24]=[CH:23][C:22]([NH:25][C:26]([NH:28][C:29]4[CH:37]=[CH:36][C:32]([C:33](O)=[O:34])=[CH:31][CH:30]=4)=[O:27])=[CH:21][CH:20]=3)[N:11]=[C:12]([N:13]3[CH2:18][CH2:17][O:16][CH2:15][CH2:14]3)[C:7]=2[CH:6]=[CH:5]1.[CH3:40][C:41]1([CH3:47])[CH2:46][NH:45][CH2:44][CH2:43][NH:42]1. (7) Given the product [C:31]([OH:2])(=[O:32])[CH3:33].[CH3:30][C:31]1([CH3:33])[N:16]=[C:15]([NH:14][CH2:6][CH2:7][C:8]2[CH:13]=[CH:12][CH:11]=[CH:10][CH:9]=2)[NH:17][C:18]([NH:20][CH2:21][CH2:22][CH2:23][CH2:24][CH2:25][CH2:26][CH2:27][CH2:28][CH3:29])=[N:19]1, predict the reactants needed to synthesize it. The reactants are: C[OH:2].Cl.Cl.Cl.[CH2:6]([NH:14][C:15]([NH:17][C:18]([NH:20][CH2:21][CH2:22][CH2:23][CH2:24][CH2:25][CH2:26][CH2:27][CH2:28][CH3:29])=[NH:19])=[NH:16])[CH2:7][C:8]1[CH:13]=[CH:12][CH:11]=[CH:10][CH:9]=1.[CH3:30][C:31]([CH3:33])=[O:32]. (8) Given the product [Cl:29][CH2:13][C:11]1[CH:10]=[CH:9][C:8]([C:15]2[CH:20]=[C:19]([C:21]([F:23])([F:22])[F:24])[CH:18]=[CH:17][C:16]=2[F:25])=[C:7]([C:6]2[C:2]([CH3:26])([CH3:1])[CH2:3][CH2:4][CH:5]=2)[CH:12]=1, predict the reactants needed to synthesize it. The reactants are: [CH3:1][C:2]1([CH3:26])[C:6]([C:7]2[CH:12]=[C:11]([CH2:13]O)[CH:10]=[CH:9][C:8]=2[C:15]2[CH:20]=[C:19]([C:21]([F:24])([F:23])[F:22])[CH:18]=[CH:17][C:16]=2[F:25])=[CH:5][CH2:4][CH2:3]1.S(Cl)([Cl:29])=O. (9) Given the product [CH2:1]([O:3][C:4]([C:7]1[CH:11]=[C:10]([NH:12][C:20](=[O:21])[O:22][C:23]2[CH:28]=[CH:27][CH:26]=[CH:25][CH:24]=2)[N:9]([C:13]2[CH:18]=[CH:17][CH:16]=[CH:15][CH:14]=2)[N:8]=1)([CH3:6])[CH3:5])[CH3:2], predict the reactants needed to synthesize it. The reactants are: [CH2:1]([O:3][C:4]([C:7]1[CH:11]=[C:10]([NH2:12])[N:9]([C:13]2[CH:18]=[CH:17][CH:16]=[CH:15][CH:14]=2)[N:8]=1)([CH3:6])[CH3:5])[CH3:2].Cl[C:20]([O:22][C:23]1[CH:28]=[CH:27][CH:26]=[CH:25][CH:24]=1)=[O:21].C([O-])([O-])=O.[K+].[K+]. (10) Given the product [N:30]1([CH:27]2[CH2:26][CH2:25][N:24]([C:22]([C:21]3[CH:43]=[CH:44][C:18]([C:15]4[CH:16]=[CH:17][C:12]5[N:13]([C:9]([C:6]6[CH:5]=[CH:4][C:3]([C:1]#[N:2])=[CH:8][CH:7]=6)=[CH:10][N:11]=5)[CH:14]=4)=[CH:19][CH:20]=3)=[O:23])[CH2:29][CH2:28]2)[CH2:35][CH2:34][NH:33][CH2:32][CH2:31]1, predict the reactants needed to synthesize it. The reactants are: [C:1]([C:3]1[CH:8]=[CH:7][C:6]([C:9]2[N:13]3[CH:14]=[C:15]([C:18]4[CH:44]=[CH:43][C:21]([C:22]([N:24]5[CH2:29][CH2:28][CH:27]([N:30]6[CH2:35][CH2:34][N:33](C(OC(C)(C)C)=O)[CH2:32][CH2:31]6)[CH2:26][CH2:25]5)=[O:23])=[CH:20][CH:19]=4)[CH:16]=[CH:17][C:12]3=[N:11][CH:10]=2)=[CH:5][CH:4]=1)#[N:2].C(O)(C(F)(F)F)=O.